Task: Predict the reaction yield, written as a fraction of the theoretical maximum amount of product (1.0 means a 100% yield; for example, 0.34 means a 34% yield).. Dataset: Reaction yield outcomes from USPTO patents with 853,638 reactions (1) The reactants are [CH:1]1[C:9]2[C:8]3[CH:10]=[CH:11][CH:12]=[CH:13][C:7]=3[O:6][C:5]=2[CH:4]=[CH:3][CH:2]=1.C(O)(=O)C.[Br:18]Br. The catalyst is O. The product is [Br:18][C:2]1[CH:3]=[CH:4][C:5]2[O:6][C:7]3[CH:13]=[CH:12][CH:11]=[CH:10][C:8]=3[C:9]=2[CH:1]=1. The yield is 0.310. (2) The reactants are [I:1][C:2]1[CH:3]=[C:4]([C:12]2[N:16]=[C:15]([C:17]3[CH:22]=[CH:21][C:20]([CH2:23][CH2:24][CH3:25])=[CH:19][CH:18]=3)[O:14][N:13]=2)[CH:5]=[CH:6][C:7]=1[O:8]C(C)C.ClC1C=C(C2ON=C(C3C=CC(OC(C)C)=C(I)C=3)N=2)C=CC=1OCCC. No catalyst specified. The product is [I:1][C:2]1[CH:3]=[C:4]([C:12]2[N:16]=[C:15]([C:17]3[CH:22]=[CH:21][C:20]([CH2:23][CH2:24][CH3:25])=[CH:19][CH:18]=3)[O:14][N:13]=2)[CH:5]=[CH:6][C:7]=1[OH:8]. The yield is 0.820. (3) The product is [CH:19]1([C:20]2[N:22]=[C:4]([OH:16])[CH:5]=[C:6]([C:8]3[CH:13]=[CH:12][C:11]([Cl:14])=[C:10]([Cl:15])[CH:9]=3)[N:21]=2)[CH2:17][CH2:18]1. The yield is 0.490. The catalyst is CO. The reactants are C(O[C:4](=[O:16])[CH2:5][C:6]([C:8]1[CH:13]=[CH:12][C:11]([Cl:14])=[C:10]([Cl:15])[CH:9]=1)=O)C.[CH2:17]1[CH:19]([C:20]([NH2:22])=[NH:21])[CH2:18]1.Cl.CC(C)([O-])C.[K+]. (4) The reactants are [C:1]([C:3]1[CH:8]=[CH:7][CH:6]=[CH:5][C:4]=1[C:9]1[CH:14]=[CH:13][C:12]([CH2:15][C:16]2[C:17](=[O:42])[N:18]([C@H:28]3[CH2:33][CH2:32][C@H:31]([O:34][CH2:35][C:36](N(OC)C)=[O:37])[CH2:30][CH2:29]3)[C:19]3[N:20]([N:25]=[CH:26][N:27]=3)[C:21]=2[CH2:22][CH2:23][CH3:24])=[CH:11][CH:10]=1)#[N:2].[CH2:43]([Mg]Br)[CH3:44].Cl. The catalyst is O1CCCC1. The product is [O:42]=[C:17]1[C:16]([CH2:15][C:12]2[CH:11]=[CH:10][C:9]([C:4]3[C:3]([C:1]#[N:2])=[CH:8][CH:7]=[CH:6][CH:5]=3)=[CH:14][CH:13]=2)=[C:21]([CH2:22][CH2:23][CH3:24])[N:20]2[N:25]=[CH:26][N:27]=[C:19]2[N:18]1[C@H:28]1[CH2:33][CH2:32][C@H:31]([O:34][CH2:35][C:36](=[O:37])[CH2:43][CH3:44])[CH2:30][CH2:29]1. The yield is 0.670. (5) The reactants are C([Li])CCC.Br[C:7]1[CH:15]=[C:14]([F:16])[CH:13]=[C:12]2[C:8]=1[CH:9]=[N:10][N:11]2[CH:17]1[CH2:22][CH2:21][CH2:20][CH2:19][O:18]1.CN([CH:26]=[O:27])C. The catalyst is C1COCC1. The product is [F:16][C:14]1[CH:15]=[C:7]([CH:26]=[O:27])[C:8]2[CH:9]=[N:10][N:11]([CH:17]3[CH2:22][CH2:21][CH2:20][CH2:19][O:18]3)[C:12]=2[CH:13]=1. The yield is 0.660. (6) The reactants are C1CCN2C(=NCCC2)CC1.[Cl:12][C:13]1[CH:14]=[CH:15][C:16]([O:21][C:22]([F:25])([F:24])[F:23])=[C:17]([CH2:19]O)[CH:18]=1.C1C=CC(P([N:40]=[N+:41]=[N-:42])(C2C=CC=CC=2)=O)=CC=1.CCOC(C)=O. The catalyst is C1(C)C=CC=CC=1. The product is [N:40]([CH2:19][C:17]1[CH:18]=[C:13]([Cl:12])[CH:14]=[CH:15][C:16]=1[O:21][C:22]([F:25])([F:24])[F:23])=[N+:41]=[N-:42]. The yield is 0.650. (7) The reactants are [CH2:1]1[CH2:14][O:13][C:8]23[O:9][CH2:10][CH2:11][O:12][C:3]2([C@:4]2([CH2:27][CH2:26][C@H:25]4[C@@H:15]([C:16](=[O:28])[CH:17]=[C:18]5[C@:23]4([CH3:24])[CH2:22][CH2:21][CH2:20][CH2:19]5)[C@@H:6]2[CH2:7]3)[CH3:5])[O:2]1.C(O[C@H]1CC[C@@]2(C)C(CC(=O)[C@@H]3[C@@H]2CC[C@@]2(C)[C@H]3CCC2=O)C1)(=O)C. The catalyst is CCOC(C)=O. The product is [CH2:11]1[CH2:10][O:9][C:8]23[O:13][CH2:14][CH2:1][O:2][C:3]2([C@:4]2([CH2:27][CH2:26][C@H:25]4[C@@H:15]([C:16](=[O:28])[CH2:17][CH:18]5[C@:23]4([CH3:24])[CH2:22][CH2:21][CH2:20][CH2:19]5)[C@@H:6]2[CH2:7]3)[CH3:5])[O:12]1. The yield is 0.820. (8) The reactants are [Cl:1][C:2]1[CH:10]=[CH:9][CH:8]=[C:7]2[C:3]=1[C:4]([C:15]([OH:17])=O)=[CH:5][N:6]2[CH:11]1[CH2:14][O:13][CH2:12]1.[C:18]1([N:24]2[CH2:29][CH2:28][N:27]([C:30]3([CH2:36][NH2:37])[CH2:35][CH2:34][O:33][CH2:32][CH2:31]3)[CH2:26][CH2:25]2)[CH:23]=[CH:22][CH:21]=[CH:20][CH:19]=1.Cl.CN(C)CCCN=C=NCC.N1(O)C2C=CC=CC=2N=N1.C(N(C(C)C)C(C)C)C. No catalyst specified. The product is [Cl:1][C:2]1[CH:10]=[CH:9][CH:8]=[C:7]2[C:3]=1[C:4]([C:15]([NH:37][CH2:36][C:30]1([N:27]3[CH2:28][CH2:29][N:24]([C:18]4[CH:23]=[CH:22][CH:21]=[CH:20][CH:19]=4)[CH2:25][CH2:26]3)[CH2:35][CH2:34][O:33][CH2:32][CH2:31]1)=[O:17])=[CH:5][N:6]2[CH:11]1[CH2:12][O:13][CH2:14]1. The yield is 0.250. (9) The reactants are [Si]([O:18][CH2:19][N:20]1[C:28]([CH2:29][CH2:30][CH3:31])=[N:27][C:26]2[C:21]1=[N:22][C:23]([C:35]([C:48]1[CH:53]=[CH:52][CH:51]=[CH:50][CH:49]=1)([C:42]1[CH:47]=[CH:46][CH:45]=[CH:44][CH:43]=1)[C:36]1[CH:41]=[CH:40][CH:39]=[CH:38][CH:37]=1)=[N:24][C:25]=2[NH:32][O:33][CH3:34])(C(C)(C)C)(C1C=CC=CC=1)C1C=CC=CC=1.CCCC[N+](CCCC)(CCCC)CCCC.[F-]. The catalyst is C1COCC1. The product is [OH:18][CH2:19][N:20]1[C:28]([CH2:29][CH2:30][CH3:31])=[N:27][C:26]2[C:21]1=[N:22][C:23]([C:35]([C:48]1[CH:53]=[CH:52][CH:51]=[CH:50][CH:49]=1)([C:36]1[CH:37]=[CH:38][CH:39]=[CH:40][CH:41]=1)[C:42]1[CH:47]=[CH:46][CH:45]=[CH:44][CH:43]=1)=[N:24][C:25]=2[NH:32][O:33][CH3:34]. The yield is 0.700.